This data is from Full USPTO retrosynthesis dataset with 1.9M reactions from patents (1976-2016). The task is: Predict the reactants needed to synthesize the given product. (1) Given the product [C:2]([C:4]1[CH:5]=[C:6]([N:10]2[CH2:15][CH2:14][N:13]([C:53]([C:52]3[N:47]4[CH:48]=[CH:49][CH:50]=[CH:51][C:46]4=[N:45][C:44]=3[C:38]3[CH:43]=[CH:42][CH:41]=[CH:40][CH:39]=3)=[O:54])[CH2:12][CH2:11]2)[CH:7]=[CH:8][CH:9]=1)#[N:3], predict the reactants needed to synthesize it. The reactants are: Cl.[C:2]([C:4]1[CH:5]=[C:6]([N:10]2[CH2:15][CH2:14][NH:13][CH2:12][CH2:11]2)[CH:7]=[CH:8][CH:9]=1)#[N:3].CN(C)CCCN=C=NCC.O.ON1C2C=CC=CC=2N=N1.[C:38]1([C:44]2[N:45]=[C:46]3[CH:51]=[CH:50][CH:49]=[CH:48][N:47]3[C:52]=2[C:53](O)=[O:54])[CH:43]=[CH:42][CH:41]=[CH:40][CH:39]=1. (2) Given the product [CH2:1]([NH:3][C:4]([NH:5][C:6]1[N:7]=[CH:8][C:9]([C:10]([NH:12][C:64]2[CH:69]=[CH:68][N:67]([CH3:70])[C:66](=[O:71])[CH:65]=2)=[O:11])=[C:13]([NH:15][C:16]2[CH:17]=[CH:18][CH:19]=[CH:20][CH:21]=2)[CH:14]=1)=[O:22])[CH3:2], predict the reactants needed to synthesize it. The reactants are: [CH2:1]([NH:3][C:4](=[O:22])[NH:5][C:6]1[CH:14]=[C:13]([NH:15][C:16]2[CH:21]=[CH:20][CH:19]=[CH:18][CH:17]=2)[C:9]([C:10]([NH2:12])=[O:11])=[CH:8][N:7]=1)[CH3:2].[O-]CCCC.[Na+].C1(P(C2CCCCC2)C2C=CC=CC=2C2C(C(C)C)=CC(C(C)C)=CC=2C(C)C)CCCCC1.Br[C:64]1[CH:69]=[CH:68][N:67]([CH3:70])[C:66](=[O:71])[CH:65]=1. (3) The reactants are: [Br:1][C:2]1[CH:3]=[C:4]([CH3:23])[C:5]([N:8]([C:16]([O:18][C:19]([CH3:22])([CH3:21])[CH3:20])=[O:17])[C:9]([O:11][C:12]([CH3:15])([CH3:14])[CH3:13])=[O:10])=[N:6][CH:7]=1.[Br:24]N1C(=O)CCC1=O.C(OOC(=O)C1C=CC=CC=1)(=O)C1C=CC=CC=1. Given the product [Br:1][C:2]1[CH:3]=[C:4]([CH2:23][Br:24])[C:5]([N:8]([C:9]([O:11][C:12]([CH3:13])([CH3:14])[CH3:15])=[O:10])[C:16]([O:18][C:19]([CH3:22])([CH3:21])[CH3:20])=[O:17])=[N:6][CH:7]=1, predict the reactants needed to synthesize it. (4) Given the product [C:6]([C:10]1[CH:11]=[CH:12][C:13]([O:14][CH2:15][C:16]([NH:22][CH2:23][C:24]2[CH:29]=[CH:28][C:27]([NH:30][S:31]([CH3:34])(=[O:33])=[O:32])=[C:26]([F:35])[CH:25]=2)=[O:18])=[CH:19][CH:20]=1)([CH3:7])([CH3:8])[CH3:9], predict the reactants needed to synthesize it. The reactants are: CN(C)C=O.[C:6]([C:10]1[CH:20]=[CH:19][C:13]([O:14][CH2:15][C:16]([OH:18])=O)=[CH:12][CH:11]=1)([CH3:9])([CH3:8])[CH3:7].Cl.[NH2:22][CH2:23][C:24]1[CH:29]=[CH:28][C:27]([NH:30][S:31]([CH3:34])(=[O:33])=[O:32])=[C:26]([F:35])[CH:25]=1.Cl.C(N=C=NCCCN(C)C)C. (5) Given the product [CH3:16][C:13]1([CH3:15])[C:12]([CH3:17])([CH3:18])[O:11][B:10]([C:20]2[CH:21]=[CH:22][C:23]([S:26]([N:29]3[CH2:36][CH2:35][N:34]([C:37]([O:39][C:40]([CH3:43])([CH3:42])[CH3:41])=[O:38])[CH2:33][C:30]43[CH2:31][CH2:32]4)(=[O:28])=[O:27])=[CH:24][CH:25]=2)[O:14]1, predict the reactants needed to synthesize it. The reactants are: [B:10]1([B:10]2[O:14][C:13]([CH3:16])([CH3:15])[C:12]([CH3:18])([CH3:17])[O:11]2)[O:14][C:13]([CH3:16])([CH3:15])[C:12]([CH3:18])([CH3:17])[O:11]1.Br[C:20]1[CH:25]=[CH:24][C:23]([S:26]([N:29]2[CH2:36][CH2:35][N:34]([C:37]([O:39][C:40]([CH3:43])([CH3:42])[CH3:41])=[O:38])[CH2:33][C:30]32[CH2:32][CH2:31]3)(=[O:28])=[O:27])=[CH:22][CH:21]=1.C([O-])(=O)C.[K+]. (6) Given the product [F:17][C:15]1[CH:16]=[C:11]([CH2:10][C@@H:9]([C:19]2[C:24]([C:25]3[CH:26]=[CH:27][C:28]([F:34])=[C:29]([CH:33]=3)[C:30]([NH2:32])=[O:31])=[CH:23][CH:22]=[CH:21][N:20]=2)[NH:8][C:48](=[O:49])[CH2:47][N:40]2[C:39]3[CH:51]=[C:52]([CH3:53])[C:36]([CH3:35])=[CH:37][C:38]=3[N:42]=[C:41]2[C:43]([F:45])([F:44])[F:46])[CH:12]=[C:13]([F:18])[CH:14]=1, predict the reactants needed to synthesize it. The reactants are: FC(F)(F)C(O)=O.[NH2:8][C@H:9]([C:19]1[C:24]([C:25]2[CH:26]=[CH:27][C:28]([F:34])=[C:29]([CH:33]=2)[C:30]([NH2:32])=[O:31])=[CH:23][CH:22]=[CH:21][N:20]=1)[CH2:10][C:11]1[CH:16]=[C:15]([F:17])[CH:14]=[C:13]([F:18])[CH:12]=1.[CH3:35][C:36]1[C:52]([CH3:53])=[CH:51][C:39]2[N:40]([CH2:47][C:48](O)=[O:49])[C:41]([C:43]([F:46])([F:45])[F:44])=[N:42][C:38]=2[CH:37]=1.